This data is from Full USPTO retrosynthesis dataset with 1.9M reactions from patents (1976-2016). The task is: Predict the reactants needed to synthesize the given product. (1) The reactants are: [Cl:1][C:2]1[CH:7]=[C:6]([Cl:8])[CH:5]=[CH:4][C:3]=1[C@H:9]1[C@H:14]([N+:15]([O-])=O)[CH2:13][C:12]([CH2:18][N:19]2[CH2:24][CH2:23][CH2:22][C@H:21]([C:25]([O:27][CH2:28][CH3:29])=[O:26])[CH2:20]2)=[CH:11][CH2:10]1. Given the product [NH2:15][C@@H:14]1[CH2:13][C:12]([CH2:18][N:19]2[CH2:24][CH2:23][CH2:22][C@H:21]([C:25]([O:27][CH2:28][CH3:29])=[O:26])[CH2:20]2)=[CH:11][CH2:10][C@H:9]1[C:3]1[CH:4]=[CH:5][C:6]([Cl:8])=[CH:7][C:2]=1[Cl:1], predict the reactants needed to synthesize it. (2) Given the product [Cl:1][C:2]1[CH:8]=[CH:7][C:5]([N:6]2[CH:35]=[C:34]([C:33]([NH2:37])=[O:36])[N:31]=[N:32]2)=[C:4]([C:9]2[CH:14]=[C:13]([O:15][CH3:16])[N:12]=[CH:11][N:10]=2)[C:3]=1[F:17], predict the reactants needed to synthesize it. The reactants are: [Cl:1][C:2]1[CH:8]=[CH:7][C:5]([NH2:6])=[C:4]([C:9]2[CH:14]=[C:13]([O:15][CH3:16])[N:12]=[CH:11][N:10]=2)[C:3]=1[F:17].C(ON=O)CC(C)C.[Si](N=[N+:31]=[N-:32])(C)(C)C.[C:33]([NH2:37])(=[O:36])[C:34]#[CH:35]. (3) The reactants are: [CH3:1][CH2:2][CH2:3][CH2:4][CH2:5][N:6]([CH2:8][CH2:9][C:10]([P:16]([OH:19])([OH:18])=[O:17])([P:12]([OH:15])([OH:14])=[O:13])[OH:11])[CH3:7].O.O.C([O-])(=O)CC(CC([O-])=O)(C([O-])=O)O.[Na+:35].[Na+].[Na+]. Given the product [CH3:1][CH2:2][CH2:3][CH2:4][CH2:5][N:6]([CH2:8][CH2:9][C:10]([P:16]([O-:19])([OH:18])=[O:17])([P:12]([OH:15])([OH:14])=[O:13])[OH:11])[CH3:7].[Na+:35], predict the reactants needed to synthesize it. (4) Given the product [F:43][C:21]1[CH:22]=[C:23]([CH2:24][NH:25][C:26]2[C:31]3[CH:32]4[O:40][CH2:39][CH2:38][CH2:37][N:33]4[C:34](=[O:36])[NH:35][C:30]=3[N:29]=[CH:28][CH:27]=2)[CH:41]=[CH:42][C:20]=1[NH:19][C:1](=[O:9])[C:2]1[CH:3]=[CH:4][CH:5]=[CH:6][CH:7]=1, predict the reactants needed to synthesize it. The reactants are: [C:1]([OH:9])(=O)[C:2]1[CH:7]=[CH:6][CH:5]=[CH:4][CH:3]=1.CCN(C(C)C)C(C)C.[NH2:19][C:20]1[CH:42]=[CH:41][C:23]([CH2:24][NH:25][C:26]2[C:31]3[CH:32]4[O:40][CH2:39][CH2:38][CH2:37][N:33]4[C:34](=[O:36])[NH:35][C:30]=3[N:29]=[CH:28][CH:27]=2)=[CH:22][C:21]=1[F:43]. (5) Given the product [CH3:11][C:9]1[N:10]=[C:3]2[C:2]([NH:1][CH2:24][C:23]3[C:26]([CH3:30])=[CH:27][CH:28]=[CH:29][C:22]=3[CH3:21])=[CH:7][CH:6]=[CH:5][N:4]2[C:8]=1[CH3:12], predict the reactants needed to synthesize it. The reactants are: [NH2:1][C:2]1[C:3]2[N:4]([C:8]([CH3:12])=[C:9]([CH3:11])[N:10]=2)[CH:5]=[CH:6][CH:7]=1.C(=O)([O-])[O-].[Na+].[Na+].[I-].[Na+].[CH3:21][C:22]1[CH:29]=[CH:28][CH:27]=[C:26]([CH3:30])[C:23]=1[CH2:24]Cl. (6) Given the product [C:1]([O:4][CH2:5][CH2:6][CH2:7][C:8]1[CH:9]=[CH:10][C:11]([C:14]2[C:23](=[O:24])[NH:22][C:21]3[C:16](=[CH:17][CH:18]=[C:19]([O:34][CH3:35])[CH:20]=3)[N:15]=2)=[CH:12][CH:13]=1)(=[O:3])[CH3:2], predict the reactants needed to synthesize it. The reactants are: [C:1]([O:4][CH2:5][CH2:6][CH2:7][C:8]1[CH:13]=[CH:12][C:11]([C:14]2[C:23](=[O:24])[N:22](CC3C=CC(OC)=CC=3)[C:21]3[C:16](=[CH:17][CH:18]=[C:19]([O:34][CH3:35])[CH:20]=3)[N:15]=2)=[CH:10][CH:9]=1)(=[O:3])[CH3:2].C1(OC)C=CC=CC=1. (7) Given the product [Cl:12][C:10]1[CH:9]=[CH:8][C:7]2[S:13][C:18]([C:17]3[CH:20]=[C:21]([OH:23])[CH:22]=[C:15]([OH:14])[CH:16]=3)=[N:5][C:6]=2[CH:11]=1, predict the reactants needed to synthesize it. The reactants are: C(O)(=O)C.[NH2:5][C:6]1[CH:11]=[C:10]([Cl:12])[CH:9]=[CH:8][C:7]=1[SH:13].[OH:14][C:15]1[CH:16]=[C:17]([CH:20]=[C:21]([OH:23])[CH:22]=1)[CH:18]=O.C([O-])(=O)C.[Na+]. (8) The reactants are: [F:1][C:2]1[CH:7]=[CH:6][C:5]([NH2:8])=[C:4]([NH2:9])[CH:3]=1.[Cl:10][C:11]1[CH:16]=[CH:15][C:14]([CH:17]2[CH2:23][C:22](=O)[O:21][C:19](=[O:20])[CH2:18]2)=[CH:13][CH:12]=1. Given the product [Cl:10][C:11]1[CH:12]=[CH:13][C:14]([CH:17]([CH2:23][C:22]2[NH:9][C:4]3[CH:3]=[C:2]([F:1])[CH:7]=[CH:6][C:5]=3[N:8]=2)[CH2:18][C:19]([OH:21])=[O:20])=[CH:15][CH:16]=1.[ClH:10], predict the reactants needed to synthesize it. (9) The reactants are: [CH2:1]([CH2:13][CH2:14][NH2:15])[CH2:2][CH2:3][CH2:4][NH:5][CH2:6][CH2:7][CH2:8][CH2:9][CH2:10][CH2:11][NH2:12].[C:16]([O:25][CH2:26][CH3:27])(=[O:24])/[CH:17]=[CH:18]\[C:19]([O:21][CH2:22][CH3:23])=[O:20]. Given the product [O:24]=[C:16]([CH2:17][CH:18]([C:19]([O:21][CH2:22][CH3:23])=[O:20])[NH:15][CH2:14][CH2:13][CH2:1][CH2:2][CH2:3][CH2:4][NH:5][CH2:6][CH2:7][CH2:8][CH2:9][CH2:10][CH2:11][NH:12][CH:17]([C:16]([O:25][CH2:26][CH3:27])=[O:24])[CH2:18][C:19]([O:21][CH2:22][CH3:23])=[O:20])[O:25][CH2:26][CH3:27], predict the reactants needed to synthesize it.